From a dataset of Catalyst prediction with 721,799 reactions and 888 catalyst types from USPTO. Predict which catalyst facilitates the given reaction. (1) Reactant: [CH3:1][C:2]1[CH:22]=[C:21]([N+:23]([O-:25])=[O:24])[CH:20]=[CH:19][C:3]=1[O:4][C:5]1[CH:10]=[CH:9][N:8]=[C:7]([NH:11]C(=O)OC(C)(C)C)[CH:6]=1.C(O)(C(F)(F)F)=O. Product: [CH3:1][C:2]1[CH:22]=[C:21]([N+:23]([O-:25])=[O:24])[CH:20]=[CH:19][C:3]=1[O:4][C:5]1[CH:10]=[CH:9][N:8]=[C:7]([NH2:11])[CH:6]=1. The catalyst class is: 4. (2) Reactant: [NH2:1][C:2]1[C:3](=[S:17])[NH:4][C:5]([C:8]2([C:11]3[CH:16]=[CH:15][CH:14]=[CH:13][CH:12]=3)[CH2:10][CH2:9]2)=[CH:6][CH:7]=1.Cl[C:19]([C:21]1[CH:30]=[CH:29][C:24]([C:25]([O:27][CH3:28])=[O:26])=[CH:23][C:22]=1[N+:31]([O-:33])=[O:32])=O.O.CC1(C)[C@@H]2CC[C@@]1(CS(O)(=O)=O)C(=O)C2. The catalyst class is: 260. Product: [N+:31]([C:22]1[CH:23]=[C:24]([CH:29]=[CH:30][C:21]=1[C:19]1[S:17][C:3]2[C:2]([N:1]=1)=[CH:7][CH:6]=[C:5]([C:8]1([C:11]3[CH:16]=[CH:15][CH:14]=[CH:13][CH:12]=3)[CH2:10][CH2:9]1)[N:4]=2)[C:25]([O:27][CH3:28])=[O:26])([O-:33])=[O:32]. (3) Reactant: F[C:2]1[CH:7]=[CH:6][C:5]([N+:8]([O-:10])=[O:9])=[CH:4][C:3]=1[CH2:11][C:12]([OH:14])=O.[CH2:15]([NH2:18])[CH2:16][CH3:17]. Product: [N+:8]([C:5]1[CH:4]=[C:3]2[C:2](=[CH:7][CH:6]=1)[N:18]([CH2:15][CH2:16][CH3:17])[C:12](=[O:14])[CH2:11]2)([O-:10])=[O:9]. The catalyst class is: 16. (4) Reactant: C[C:2]1[C:10]([C:11]2[CH:12]=[CH:13][C:14]3[O:15][C:16]([CH3:22])([CH3:21])[CH2:17][NH:18][C:19]=3[N:20]=2)=[CH:9][CH:8]=[CH:7][C:3]=1[C:4](O)=[O:5].[NH:23]1[CH2:27][CH2:26][CH2:25][CH2:24]1.F[P-](F)(F)(F)(F)F.N1(OC(N(C)C)=[N+](C)C)C2N=CC=CC=2N=N1.C(N(C(C)C)CC)(C)C. Product: [CH3:21][C:16]1([CH3:22])[O:15][C:14]2[CH:13]=[CH:12][C:11]([C:10]3[CH:2]=[C:3]([C:4]([N:23]4[CH2:27][CH2:26][CH2:25][CH2:24]4)=[O:5])[CH:7]=[CH:8][CH:9]=3)=[N:20][C:19]=2[NH:18][CH2:17]1. The catalyst class is: 35.